This data is from Merck oncology drug combination screen with 23,052 pairs across 39 cell lines. The task is: Regression. Given two drug SMILES strings and cell line genomic features, predict the synergy score measuring deviation from expected non-interaction effect. Drug 1: CCC1(O)C(=O)OCc2c1cc1n(c2=O)Cc2cc3c(CN(C)C)c(O)ccc3nc2-1. Drug 2: Cn1cc(-c2cnn3c(N)c(Br)c(C4CCCNC4)nc23)cn1. Cell line: UACC62. Synergy scores: synergy=-8.77.